Dataset: NCI-60 drug combinations with 297,098 pairs across 59 cell lines. Task: Regression. Given two drug SMILES strings and cell line genomic features, predict the synergy score measuring deviation from expected non-interaction effect. (1) Drug 1: CC1CCC2CC(C(=CC=CC=CC(CC(C(=O)C(C(C(=CC(C(=O)CC(OC(=O)C3CCCCN3C(=O)C(=O)C1(O2)O)C(C)CC4CCC(C(C4)OC)OCCO)C)C)O)OC)C)C)C)OC. Drug 2: C1CNP(=O)(OC1)N(CCCl)CCCl. Cell line: PC-3. Synergy scores: CSS=10.4, Synergy_ZIP=-1.48, Synergy_Bliss=-2.21, Synergy_Loewe=-15.7, Synergy_HSA=-4.40. (2) Drug 1: C1CC(=O)NC(=O)C1N2CC3=C(C2=O)C=CC=C3N. Drug 2: CC(C1=C(C=CC(=C1Cl)F)Cl)OC2=C(N=CC(=C2)C3=CN(N=C3)C4CCNCC4)N. Cell line: SK-MEL-5. Synergy scores: CSS=-4.87, Synergy_ZIP=3.72, Synergy_Bliss=-1.95, Synergy_Loewe=-6.99, Synergy_HSA=-7.39. (3) Drug 1: C1=CC(=CC=C1CCCC(=O)O)N(CCCl)CCCl. Drug 2: C1CC(C1)(C(=O)O)C(=O)O.[NH2-].[NH2-].[Pt+2]. Cell line: SNB-75. Synergy scores: CSS=7.29, Synergy_ZIP=-8.81, Synergy_Bliss=-13.0, Synergy_Loewe=-13.2, Synergy_HSA=-11.5. (4) Drug 1: C1CCC(CC1)NC(=O)N(CCCl)N=O. Drug 2: C1C(C(OC1N2C=NC3=C2NC=NCC3O)CO)O. Cell line: NCI-H460. Synergy scores: CSS=6.56, Synergy_ZIP=-2.78, Synergy_Bliss=-3.25, Synergy_Loewe=-8.69, Synergy_HSA=-3.67. (5) Drug 2: CN(CCCl)CCCl.Cl. Drug 1: CC1=C2C(C(=O)C3(C(CC4C(C3C(C(C2(C)C)(CC1OC(=O)C(C(C5=CC=CC=C5)NC(=O)OC(C)(C)C)O)O)OC(=O)C6=CC=CC=C6)(CO4)OC(=O)C)O)C)O. Synergy scores: CSS=49.5, Synergy_ZIP=-3.71, Synergy_Bliss=-5.24, Synergy_Loewe=-27.0, Synergy_HSA=-4.91. Cell line: HCT116. (6) Drug 1: C1=C(C(=O)NC(=O)N1)N(CCCl)CCCl. Drug 2: CC1C(C(=O)NC(C(=O)N2CCCC2C(=O)N(CC(=O)N(C(C(=O)O1)C(C)C)C)C)C(C)C)NC(=O)C3=C4C(=C(C=C3)C)OC5=C(C(=O)C(=C(C5=N4)C(=O)NC6C(OC(=O)C(N(C(=O)CN(C(=O)C7CCCN7C(=O)C(NC6=O)C(C)C)C)C)C(C)C)C)N)C. Cell line: SNB-75. Synergy scores: CSS=14.0, Synergy_ZIP=-5.04, Synergy_Bliss=-2.31, Synergy_Loewe=-2.16, Synergy_HSA=-2.43.